Task: Regression. Given two drug SMILES strings and cell line genomic features, predict the synergy score measuring deviation from expected non-interaction effect.. Dataset: NCI-60 drug combinations with 297,098 pairs across 59 cell lines (1) Drug 1: C1C(C(OC1N2C=C(C(=O)NC2=O)F)CO)O. Drug 2: CCCCCOC(=O)NC1=NC(=O)N(C=C1F)C2C(C(C(O2)C)O)O. Cell line: NCI/ADR-RES. Synergy scores: CSS=2.50, Synergy_ZIP=-2.77, Synergy_Bliss=-0.403, Synergy_Loewe=-8.35, Synergy_HSA=-2.11. (2) Drug 1: CC12CCC3C(C1CCC2=O)CC(=C)C4=CC(=O)C=CC34C. Drug 2: CC1=C(C(CCC1)(C)C)C=CC(=CC=CC(=CC(=O)O)C)C. Cell line: U251. Synergy scores: CSS=62.9, Synergy_ZIP=2.92, Synergy_Bliss=3.02, Synergy_Loewe=-0.779, Synergy_HSA=-1.00.